Task: Binary Classification. Given a T-cell receptor sequence (or CDR3 region) and an epitope sequence, predict whether binding occurs between them.. Dataset: TCR-epitope binding with 47,182 pairs between 192 epitopes and 23,139 TCRs The epitope is KLPDDFTGCV. The TCR CDR3 sequence is CASSPQERGGYNEQFF. Result: 1 (the TCR binds to the epitope).